From a dataset of Forward reaction prediction with 1.9M reactions from USPTO patents (1976-2016). Predict the product of the given reaction. (1) Given the reactants [CH3:1][N:2]1[C:6]([C:7](O)=[O:8])=[C:5]([C:10]([F:13])([F:12])[F:11])[C:4]([C:14]([F:20])([F:19])[C:15]([F:18])([F:17])[F:16])=[N:3]1.CN(C)C=O.C(Cl)(=O)C([Cl:29])=O, predict the reaction product. The product is: [CH3:1][N:2]1[C:6]([C:7]([Cl:29])=[O:8])=[C:5]([C:10]([F:13])([F:12])[F:11])[C:4]([C:14]([F:20])([F:19])[C:15]([F:18])([F:17])[F:16])=[N:3]1. (2) The product is: [F:1][C:2]1[C:3]([NH:27][C:28]2[CH:33]=[CH:32][C:31]([I:34])=[CH:30][C:29]=2[F:35])=[C:4]([C:9]([N:11]2[CH2:12][C:13]([CH2:16][N:17]([CH2:25][CH3:26])[C:18](=[O:24])[O:19][C:20]([CH3:23])([CH3:21])[CH3:22])([F:42])[CH2:14]2)=[O:10])[CH:5]=[CH:6][C:7]=1[F:8]. Given the reactants [F:1][C:2]1[C:3]([NH:27][C:28]2[CH:33]=[CH:32][C:31]([I:34])=[CH:30][C:29]=2[F:35])=[C:4]([C:9]([N:11]2[CH2:14][C:13]([CH2:16][N:17]([CH2:25][CH3:26])[C:18](=[O:24])[O:19][C:20]([CH3:23])([CH3:22])[CH3:21])(O)[CH2:12]2)=[O:10])[CH:5]=[CH:6][C:7]=1[F:8].CCN(S(F)(F)[F:42])CC, predict the reaction product.